This data is from Full USPTO retrosynthesis dataset with 1.9M reactions from patents (1976-2016). The task is: Predict the reactants needed to synthesize the given product. Given the product [CH:45]1([NH:48][C:3]([C:4]2[CH:9]=[CH:8][C:7]([CH3:10])=[C:6]([N:11]3[CH:16]=[CH:15][N:14]=[C:13]([NH:44][C@@H:37]([C:38]4[CH:39]=[CH:40][CH:41]=[CH:42][CH:43]=4)[CH:34]4[CH2:33][CH2:32][N:31]([C:29]([O:28][CH2:27][C:21]5[CH:22]=[CH:23][CH:24]=[CH:25][CH:26]=5)=[O:30])[CH2:36][CH2:35]4)[C:12]3=[O:19])[CH:5]=2)=[O:20])[CH2:47][CH2:46]1, predict the reactants needed to synthesize it. The reactants are: CO[C:3](=[O:20])[C:4]1[CH:9]=[CH:8][C:7]([CH3:10])=[C:6]([N:11]2[CH:16]=[C:15](Br)[N:14]=[C:13](Br)[C:12]2=[O:19])[CH:5]=1.[C:21]1([CH2:27][O:28][C:29]([N:31]2[CH2:36][CH2:35][CH:34]([C@@H:37]([NH2:44])[C:38]3[CH:43]=[CH:42][CH:41]=[CH:40][CH:39]=3)[CH2:33][CH2:32]2)=[O:30])[CH:26]=[CH:25][CH:24]=[CH:23][CH:22]=1.[CH:45]1([NH2:48])[CH2:47][CH2:46]1.C1([Mg]Br)CCCC1.C([O-])=O.[NH4+].